Dataset: Full USPTO retrosynthesis dataset with 1.9M reactions from patents (1976-2016). Task: Predict the reactants needed to synthesize the given product. (1) The reactants are: [CH3:1][O:2][C:3]1[CH:11]=[CH:10][C:6]([C:7]([OH:9])=[O:8])=[CH:5][C:4]=1[NH:12][C:13]([NH2:15])=[S:14].[CH3:16]O. Given the product [CH3:16][O:8][C:7](=[O:9])[C:6]1[CH:10]=[CH:11][C:3]([O:2][CH3:1])=[C:4]([NH:12][C:13]([NH2:15])=[S:14])[CH:5]=1, predict the reactants needed to synthesize it. (2) Given the product [C:26]([O:25][C:21]([N:22]([C:7](=[O:9])[C:6]1[CH:10]=[C:11]([F:15])[C:12]([F:14])=[CH:13][C:5]=1[NH:4][C:3]1[CH:16]=[CH:17][C:18]([F:20])=[CH:19][C:2]=1[F:1])[NH2:23])=[O:24])([CH3:29])([CH3:28])[CH3:27], predict the reactants needed to synthesize it. The reactants are: [F:1][C:2]1[CH:19]=[C:18]([F:20])[CH:17]=[CH:16][C:3]=1[NH:4][C:5]1[CH:13]=[C:12]([F:14])[C:11]([F:15])=[CH:10][C:6]=1[C:7]([OH:9])=O.[C:21]([O:25][C:26]([CH3:29])([CH3:28])[CH3:27])(=[O:24])[NH:22][NH2:23].C(N=C=NCCCN(C)C)C. (3) Given the product [Cl:20][C:16]1[CH:15]=[C:14]2[C:19]([C:10]([NH:6][C:5]3[CH:7]=[CH:8][C:2]([O:1][CH2:33][CH2:32][CH2:31][N:25]4[CH2:30][CH2:29][CH2:28][CH2:27][CH2:26]4)=[CH:3][CH:4]=3)=[CH:11][CH:12]=[N:13]2)=[CH:18][CH:17]=1, predict the reactants needed to synthesize it. The reactants are: [OH:1][C:2]1[CH:8]=[CH:7][C:5]([NH2:6])=[CH:4][CH:3]=1.Cl[C:10]1[C:19]2[C:14](=[CH:15][C:16]([Cl:20])=[CH:17][CH:18]=2)[N:13]=[CH:12][CH:11]=1.Cl.[I-].[K+].Cl.[N:25]1([CH2:31][CH2:32][CH2:33]Cl)[CH2:30][CH2:29][CH2:28][CH2:27][CH2:26]1.C(=O)([O-])[O-].[K+].[K+]. (4) The reactants are: FC(F)(F)S(O/[C:7](/[C:10]1[CH:11]=[N:12][C:13]([F:16])=[CH:14][CH:15]=1)=[CH:8]\[CH3:9])(=O)=O.[F:19][C:20]1[CH:21]=[N:22][CH:23]=[C:24]([C:43]=1[CH3:44])[C:25]([NH:27][C:28]1[CH:33]=[CH:32][C:31](B2OC(C)(C)C(C)(C)O2)=[CH:30][N:29]=1)=[O:26].C(=O)([O-])[O-].[K+].[K+]. Given the product [F:19][C:20]1[CH:21]=[N:22][CH:23]=[C:24]([C:43]=1[CH3:44])[C:25]([NH:27][C:28]1[CH:33]=[CH:32][C:31](/[C:7](/[C:10]2[CH:11]=[N:12][C:13]([F:16])=[CH:14][CH:15]=2)=[CH:8]\[CH3:9])=[CH:30][N:29]=1)=[O:26], predict the reactants needed to synthesize it. (5) Given the product [Br:48][C:45]1[CH:44]=[CH:43][C:42]([CH:38]2[CH2:39][CH2:40][CH2:41][N:36]([NH:35][C:32](=[O:34])/[CH:31]=[CH:30]/[C:20]3[CH:21]=[CH:22][C:23]([N:24]4[CH:28]=[C:27]([CH3:29])[N:26]=[CH:25]4)=[C:18]([O:17][CH3:16])[CH:19]=3)[C:37]2=[O:49])=[CH:47][CH:46]=1, predict the reactants needed to synthesize it. The reactants are: C1N(P(Cl)(N2C(=O)OCC2)=O)C(=O)OC1.[CH3:16][O:17][C:18]1[CH:19]=[C:20](/[CH:30]=[CH:31]/[C:32]([OH:34])=O)[CH:21]=[CH:22][C:23]=1[N:24]1[CH:28]=[C:27]([CH3:29])[N:26]=[CH:25]1.[NH2:35][N:36]1[CH2:41][CH2:40][CH2:39][CH:38]([C:42]2[CH:47]=[CH:46][C:45]([Br:48])=[CH:44][CH:43]=2)[C:37]1=[O:49].O. (6) Given the product [Cl:1][C:2]1[C:11]2[C:6](=[CH:7][C:8]([NH:12][CH2:25][C:24]3[CH:27]=[CH:28][CH:29]=[C:22]([C:21]([F:20])([F:30])[F:31])[CH:23]=3)=[CH:9][CH:10]=2)[C:5]([Cl:13])=[N:4][N:3]=1, predict the reactants needed to synthesize it. The reactants are: [Cl:1][C:2]1[C:11]2[C:6](=[CH:7][C:8]([NH2:12])=[CH:9][CH:10]=2)[C:5]([Cl:13])=[N:4][N:3]=1.C([O-])([O-])=O.[K+].[K+].[F:20][C:21]([F:31])([F:30])[C:22]1[CH:23]=[C:24]([CH:27]=[CH:28][CH:29]=1)[CH2:25]Br.